Dataset: Forward reaction prediction with 1.9M reactions from USPTO patents (1976-2016). Task: Predict the product of the given reaction. (1) Given the reactants [NH2:1][C:2]1[N:7]=[C:6]([C:8]2[CH:13]=[CH:12][C:11]([F:14])=[CH:10][CH:9]=2)[C:5]([C:15]2[CH:16]=[CH:17][C:18](=[O:24])[N:19]([CH:21]([CH3:23])[CH3:22])[N:20]=2)=[C:4](S(C)=O)[N:3]=1.[N:28]1[CH:33]=[CH:32][CH:31]=[CH:30][C:29]=1[CH2:34][NH2:35], predict the reaction product. The product is: [NH2:1][C:2]1[N:7]=[C:6]([C:8]2[CH:13]=[CH:12][C:11]([F:14])=[CH:10][CH:9]=2)[C:5]([C:15]2[CH:16]=[CH:17][C:18](=[O:24])[N:19]([CH:21]([CH3:23])[CH3:22])[N:20]=2)=[C:4]([NH:35][CH2:34][C:29]2[CH:30]=[CH:31][CH:32]=[CH:33][N:28]=2)[N:3]=1. (2) Given the reactants [Br:1]Br.[CH3:3][C:4]1([CH3:11])[CH2:9][CH2:8][C:7](=[O:10])[CH2:6][CH2:5]1, predict the reaction product. The product is: [Br:1][CH:6]1[CH2:5][C:4]([CH3:11])([CH3:3])[CH2:9][CH2:8][C:7]1=[O:10]. (3) The product is: [CH2:23]([O:22][CH2:21][CH2:20][CH2:19][CH2:18][O:17][C:10]1[CH:9]=[CH:8][C:13]2[C:14]3[C:6](=[CH:5][C:4]([C:1]([OH:35])=[O:3])=[CH:16][CH:15]=3)[CH2:7][C:12]=2[CH:11]=1)[CH:24]=[CH2:25]. Given the reactants [C:1]([C:4]1[CH:16]=[CH:15][C:14]2[C:13]3[C:8](=[CH:9][C:10]([O:17][CH2:18][CH2:19][CH2:20][CH2:21][O:22][CH2:23][CH:24]=[CH2:25])=[CH:11][CH:12]=3)[CH2:7][C:6]=2[CH:5]=1)(=[O:3])C.Br[O-].[Na+].[OH-].[Na+].BrBr.S([O-])([O-])(=[O:35])=S.[Na+].[Na+].Cl, predict the reaction product.